Dataset: Full USPTO retrosynthesis dataset with 1.9M reactions from patents (1976-2016). Task: Predict the reactants needed to synthesize the given product. (1) Given the product [Cl:28][C:26]1[CH:27]=[C:22]([C:21]2[C:20]([C:30]([NH:44][CH2:43][CH2:42][CH:41]([C:35]3[CH:40]=[CH:39][CH:38]=[CH:37][CH:36]=3)[C:45]3[CH:50]=[CH:49][CH:48]=[CH:47][CH:46]=3)=[O:31])=[C:19]([CH3:33])[N:18]=[C:17]([CH3:34])[C:16]=2[C:14]([N:11]2[CH2:10][CH2:9][NH:8][CH2:13][CH2:12]2)=[O:15])[CH:23]=[C:24]([Cl:29])[CH:25]=1, predict the reactants needed to synthesize it. The reactants are: C(OC([N:8]1[CH2:13][CH2:12][N:11]([C:14]([C:16]2[CH:21]([C:22]3[CH:27]=[C:26]([Cl:28])[CH:25]=[C:24]([Cl:29])[CH:23]=3)[C:20]([C:30](O)=[O:31])=[C:19]([CH3:33])[NH:18][C:17]=2[CH3:34])=[O:15])[CH2:10][CH2:9]1)=O)(C)(C)C.[C:35]1([CH:41]([C:45]2[CH:50]=[CH:49][CH:48]=[CH:47][CH:46]=2)[CH2:42][CH2:43][NH2:44])[CH:40]=[CH:39][CH:38]=[CH:37][CH:36]=1.CCN=C=NCCCN(C)C.Cl.[N+]([O-])([O-])=O.[Ce+3].[NH4+].[NH4+].[N+]([O-])([O-])=O.[N+]([O-])([O-])=O.[N+]([O-])([O-])=O.[N+]([O-])([O-])=O. (2) Given the product [Cl:1][C:2]1[CH:3]=[C:4]([C:12]2[O:16][N:15]=[C:14]([C:17]3[CH:22]=[CH:21][C:20]([OH:23])=[C:19]([I:27])[CH:18]=3)[N:13]=2)[CH:5]=[CH:6][C:7]=1[O:8][CH2:9][CH2:10][CH3:11], predict the reactants needed to synthesize it. The reactants are: [Cl:1][C:2]1[CH:3]=[C:4]([C:12]2[O:16][N:15]=[C:14]([C:17]3[CH:22]=[CH:21][C:20]([O:23]C(C)C)=[C:19]([I:27])[CH:18]=3)[N:13]=2)[CH:5]=[CH:6][C:7]=1[O:8][CH2:9][CH2:10][CH3:11].B(Cl)(Cl)Cl. (3) The reactants are: [Cl:1][C:2]1[CH:7]=[C:6]([O:8][C:9]2[CH:14]=[CH:13][C:12]([Cl:15])=[CH:11][CH:10]=2)[CH:5]=[CH:4][C:3]=1[C:16]1[N:17]=[C:18]([NH2:21])[S:19][CH:20]=1.[Br:22][C:23]1[CH:24]=[C:25]([S:29](Cl)(=[O:31])=[O:30])[S:26][C:27]=1[Cl:28]. Given the product [Br:22][C:23]1[CH:24]=[C:25]([S:29]([NH:21][C:18]2[S:19][CH:20]=[C:16]([C:3]3[CH:4]=[CH:5][C:6]([O:8][C:9]4[CH:14]=[CH:13][C:12]([Cl:15])=[CH:11][CH:10]=4)=[CH:7][C:2]=3[Cl:1])[N:17]=2)(=[O:31])=[O:30])[S:26][C:27]=1[Cl:28], predict the reactants needed to synthesize it. (4) Given the product [CH2:1]([O:4][C:5]1[NH:9][N:8]=[C:7]([NH2:10])[CH:6]=1)[CH3:2], predict the reactants needed to synthesize it. The reactants are: [CH:1]([O:4][C:5]1[NH:9][N:8]=[C:7]([NH2:10])[CH:6]=1)(C)[CH3:2].NC1C=C(O)NN=1. (5) Given the product [Cl:32][CH2:31][CH2:30][O:29][CH2:28][CH2:27][O:26][CH2:25][CH2:24][O:7][C:6]1[CH:5]=[C:4]2[C:3]([CH:12]=[CH:11][C:9](=[O:10])[O:8]2)=[CH:2][CH:1]=1, predict the reactants needed to synthesize it. The reactants are: [CH:1]1[C:6]([OH:7])=[CH:5][C:4]2[O:8][C:9]([CH:11]=[CH:12][C:3]=2[CH:2]=1)=[O:10].CC1C=CC(S(O[CH2:24][CH2:25][O:26][CH2:27][CH2:28][O:29][CH2:30][CH2:31][Cl:32])(=O)=O)=CC=1.C([O-])([O-])=O.[K+].[K+].C1OCCOCCOCCOCCOCCOC1. (6) Given the product [Br:35][C:36]1[C:37]([N:46]2[CH2:51][CH2:50][N:49]([CH2:52][C:53]3[CH:54]=[N:55][C:56]([C:59]([F:62])([F:61])[F:60])=[CH:57][CH:58]=3)[CH2:48][CH2:47]2)=[C:38]2[N:43]=[C:81]([C:80]3[CH:79]=[CH:78][C:77]([N:71]4[CH2:76][CH2:75][O:74][CH2:73][CH2:72]4)=[CH:84][CH:83]=3)[NH:42][C:39]2=[N:40][CH:41]=1, predict the reactants needed to synthesize it. The reactants are: BrC1C(N2CCN(C(NC3C=CC=CC=3)=O)CC2)=C2N=C(C3C=CC(N(C)C)=CC=3)NC2=NC=1.[Br:35][C:36]1[C:37]([N:46]2[CH2:51][CH2:50][N:49]([CH2:52][C:53]3[CH:54]=[N:55][C:56]([C:59]([F:62])([F:61])[F:60])=[CH:57][CH:58]=3)[CH2:48][CH2:47]2)=[C:38]([N+:43]([O-])=O)[C:39]([NH2:42])=[N:40][CH:41]=1.[O-]S(S([O-])=O)=O.[Na+].[Na+].[N:71]1([C:77]2[CH:84]=[CH:83][C:80]([CH:81]=O)=[CH:79][CH:78]=2)[CH2:76][CH2:75][O:74][CH2:73][CH2:72]1.